From a dataset of Full USPTO retrosynthesis dataset with 1.9M reactions from patents (1976-2016). Predict the reactants needed to synthesize the given product. (1) Given the product [NH2:8][C@H:9]([CH3:10])[C:11]([NH:33][C:32]1[CH:34]=[C:35]([CH3:37])[CH:36]=[C:30]([CH3:29])[CH:31]=1)=[O:12], predict the reactants needed to synthesize it. The reactants are: C([NH:8][C@H:9]([C:11](O)=[O:12])[CH3:10])(OC(C)(C)C)=O.C1(N=C=NC2CCCCC2)CCCCC1.[CH3:29][C:30]1[CH:31]=[C:32]([CH:34]=[C:35]([CH3:37])[CH:36]=1)[NH2:33]. (2) Given the product [CH2:1]([O:8][C:9]([N:11]1[CH2:12][CH:13]2[CH2:18][S:17](=[N:20][CH3:21])(=[O:19])[CH2:16][CH:14]2[CH2:15]1)=[O:10])[C:2]1[CH:7]=[CH:6][CH:5]=[CH:4][CH:3]=1, predict the reactants needed to synthesize it. The reactants are: [CH2:1]([O:8][C:9]([N:11]1[CH2:15][CH:14]2[CH2:16][S:17](=[NH:20])(=[O:19])[CH2:18][CH:13]2[CH2:12]1)=[O:10])[C:2]1[CH:7]=[CH:6][CH:5]=[CH:4][CH:3]=1.[CH2:21](OC(N1CC2CSCC2C1)=O)C1C=CC=CC=1. (3) Given the product [CH2:2]([N:10]1[C:6](=[O:16])[C:7]2[C:8](=[CH:12][CH:13]=[CH:14][CH:15]=2)[C:9]1=[O:11])[CH2:3][CH:4]=[CH2:5], predict the reactants needed to synthesize it. The reactants are: Br[CH2:2][CH2:3][CH:4]=[CH2:5].[C:6]1(=[O:16])[NH:10][C:9](=[O:11])[C:8]2=[CH:12][CH:13]=[CH:14][CH:15]=[C:7]12.[K]. (4) The reactants are: I[C:2]1[C:10]2[C:5](=[CH:6][N:7]=[C:8]([C:11]3[CH:12]=[N:13][CH:14]=[CH:15][CH:16]=3)[CH:9]=2)[N:4]([CH2:17][O:18][CH2:19][CH2:20][Si:21]([CH3:24])([CH3:23])[CH3:22])[N:3]=1.[O:25]=[C:26]1[C:30]2([CH2:35][CH2:34][N:33]([C:36]([O:38][CH2:39][C:40]3[CH:45]=[CH:44][CH:43]=[CH:42][CH:41]=3)=[O:37])[CH2:32][CH2:31]2)[CH2:29][CH2:28][NH:27]1.CNCCNC.C(=O)([O-])[O-].[Cs+].[Cs+].O1CCOCC1. Given the product [O:25]=[C:26]1[C:30]2([CH2:35][CH2:34][N:33]([C:36]([O:38][CH2:39][C:40]3[CH:41]=[CH:42][CH:43]=[CH:44][CH:45]=3)=[O:37])[CH2:32][CH2:31]2)[CH2:29][CH2:28][N:27]1[C:2]1[C:10]2[C:5](=[CH:6][N:7]=[C:8]([C:11]3[CH:12]=[N:13][CH:14]=[CH:15][CH:16]=3)[CH:9]=2)[N:4]([CH2:17][O:18][CH2:19][CH2:20][Si:21]([CH3:24])([CH3:23])[CH3:22])[N:3]=1, predict the reactants needed to synthesize it. (5) The reactants are: Cl[CH2:2][C:3](=O)[CH3:4].[Br-].[Li+].C[O:9][C:10](=[O:20])[CH2:11][CH2:12][C:13]1[CH:18]=[CH:17][C:16]([F:19])=[CH:15][N:14]=1. Given the product [F:19][C:16]1[CH:17]=[CH:18][C:13]2[N:14]([CH:2]=[C:3]([CH3:4])[C:12]=2[CH2:11][C:10]([OH:9])=[O:20])[CH:15]=1, predict the reactants needed to synthesize it. (6) Given the product [Cl:1][C:2]1[CH:7]=[CH:6][CH:5]=[CH:4][C:3]=1[N:8]1[C:12](=[O:13])/[C:11](=[C:24](/[O:25][CH2:26][CH3:27])\[CH3:23])/[C:10]([CH2:14][C:15]([O:17][CH3:18])=[O:16])=[N:9]1, predict the reactants needed to synthesize it. The reactants are: [Cl:1][C:2]1[CH:7]=[CH:6][CH:5]=[CH:4][C:3]=1[N:8]1[C:12]([OH:13])=[CH:11][C:10]([CH2:14][C:15]([O:17][CH3:18])=[O:16])=[N:9]1.C(O)(=O)C.[CH3:23][C:24](OCC)(OCC)[O:25][CH2:26][CH3:27].